Dataset: Catalyst prediction with 721,799 reactions and 888 catalyst types from USPTO. Task: Predict which catalyst facilitates the given reaction. (1) Reactant: [NH:1]1[CH2:6][CH2:5][CH:4]([C:7]([OH:9])=[O:8])[CH2:3][CH2:2]1.[OH-].[Na+].Cl[C:13]([O:15][CH2:16][C:17]1[CH:22]=[CH:21][CH:20]=[CH:19][CH:18]=1)=[O:14]. Product: [CH2:16]([O:15][C:13]([N:1]1[CH2:6][CH2:5][CH:4]([C:7]([OH:9])=[O:8])[CH2:3][CH2:2]1)=[O:14])[C:17]1[CH:22]=[CH:21][CH:20]=[CH:19][CH:18]=1. The catalyst class is: 12. (2) Reactant: [CH2:1]([O:8][C:9]1[C:10](=[O:17])[CH:11]=[C:12]([CH2:15][OH:16])[NH:13][CH:14]=1)[C:2]1C=CC=CC=1.[OH-].[Na+].C(=O)([O-])[O-].[K+].[K+].BrCCBr. Product: [O:17]1[C:10]2[CH:11]=[C:12]([CH2:15][OH:16])[N:13]=[CH:14][C:9]=2[O:8][CH2:1][CH2:2]1. The catalyst class is: 522. (3) Reactant: [CH3:1][O:2][C:3](=[O:14])[C:4]1[CH:9]=[C:8]([F:10])[C:7]([O:11][CH3:12])=[C:6](Br)[CH:5]=1.[Cl:15][C:16]1[CH:17]=[C:18](B(O)O)[CH:19]=[CH:20][C:21]=1[O:22][CH3:23].C([O-])([O-])=O.[Cs+].[Cs+].CN(C=O)C. Product: [CH3:1][O:2][C:3]([C:4]1[CH:5]=[C:6]([C:18]2[CH:19]=[CH:20][C:21]([O:22][CH3:23])=[C:16]([Cl:15])[CH:17]=2)[C:7]([O:11][CH3:12])=[C:8]([F:10])[CH:9]=1)=[O:14]. The catalyst class is: 690.